From a dataset of Experimentally validated miRNA-target interactions with 360,000+ pairs, plus equal number of negative samples. Binary Classification. Given a miRNA mature sequence and a target amino acid sequence, predict their likelihood of interaction. (1) The miRNA is hsa-miR-595 with sequence GAAGUGUGCCGUGGUGUGUCU. The protein sequence of the target gene is METTSLQRKFPEWMSMQSQRCATEEKACVQKSVLEDNLPFLEFPGSIVYSYEASDCSFLSEDISMRLSDGDVVGFDMEWPPIYKPGKRSRVAVIQLCVSESKCYLFHISSMSVFPQGLKMLLENKSIKKAGVGIEGDQWKLLRDFDVKLESFVELTDVANEKLKCAETWSLNGLVKHVLGKQLLKDKSIRCSNWSNFPLTEDQKLYAATDAYAGLIIYQKLGNLGDTAQVFALNKAEENLPLEMKKQLNSISEEMRDLANRFPVTCRNLETLQRVPVILKSISENLCSLRKVICGPTNTE.... Result: 0 (no interaction). (2) The miRNA is hsa-miR-3184-5p with sequence UGAGGGGCCUCAGACCGAGCUUUU. The protein sequence of the target gene is MYDLITGDSIVSAEAVWDHVTMANRELAFKAGDVIKVLDASNKDWWWGQIDDEEGWFPASFVRLWVNQEDGVEEGPSDVQNGHLDPNSDCLCLGRPLQNRDQMRANVINEIMSTERHYIKHLKDICEGYLKQCRKRRDMFSDEQLKVIFGNIEDIYRFQMGFVRDLEKQYNNDDPHLSEIGPCFLEHQDGFWIYSEYCNNHLDACMELSKLMKDSRYQHFFEACRLLQQMIDIAIDGFLLTPVQKICKYPLQLAELLKYTAQDHSDYRYVAAALAVMRNVTQQINERKRRLENIDKIAQW.... Result: 0 (no interaction). (3) The miRNA is mmu-miR-3079-5p with sequence UUUGAUCUGAUGAGCUAAGCUGG. The protein sequence of the target gene is MAMSLPGSRRTSAGSRRRTSPPVSVRDAYGTSSLSSSSNSGSYKGSDSSPTPRRSMKYTLCSDNHGIKPPTPEQYLTPLQQKEVCIRHLKARLKDTQDRLQDRDTEIDDLKTQLSRMQEDWIEEECHRVEAQLALKEARKEIKQLKQVIDTVKNNLIDKDKGLQKYFVDINIQNKKLETLLHSMEVAQNGMAKEDGTGESAGGSPARSLTRSSTYTKLSDPAVCGDRQPGDPSSGSAEDGADSGFAAADDTLSRTDALEASSLLSSGVDCGTEETSLHSSFGLGPRFPASNTYEKLLCGM.... Result: 0 (no interaction). (4) The miRNA is hsa-miR-26a-5p with sequence UUCAAGUAAUCCAGGAUAGGCU. The protein sequence of the target gene is MPLQGSVSFKDVTVDFTQEEWQQLDPAQKALYRDVMLENYCHFVSVGFHMAKPDMIRKLEQGEELWTQRIFPSYSYLEEDGKTEDVLVKFKEYQDRHSRPLIFINHKKLIKERSNIYGKTFTLGKNRISKTILCEYKPDGKVLKNISELVIRNISPIKEKFGDSTGWEKSLLNTKHEKIHPAVNLHKQTERVLSGKQELIQHQKVQAPEQPFDHNECEKSFLMKGMLFTHTRAHRGERTFEYNKDGIAFIEKSSLSVHPSNLMEKKPSAYNKYGKFLCRKPVFIMPQRPQTEEKPFHCPY.... Result: 0 (no interaction).